Dataset: Reaction yield outcomes from USPTO patents with 853,638 reactions. Task: Predict the reaction yield, written as a fraction of the theoretical maximum amount of product (1.0 means a 100% yield; for example, 0.34 means a 34% yield). The reactants are [C:1]([C:5]1[CH:6]=[C:7]([NH2:17])[N:8]([C:10]2[CH:11]=[N:12][C:13]([CH3:16])=[CH:14][CH:15]=2)[N:9]=1)([CH3:4])([CH3:3])[CH3:2].[OH-].[Na+].Cl[C:21]([O:23][CH2:24][C:25]([Cl:28])([Cl:27])[Cl:26])=[O:22]. The catalyst is CCOC(C)=O. The product is [Cl:26][C:25]([Cl:28])([Cl:27])[CH2:24][O:23][C:21](=[O:22])[NH:17][C:7]1[N:8]([C:10]2[CH:11]=[N:12][C:13]([CH3:16])=[CH:14][CH:15]=2)[N:9]=[C:5]([C:1]([CH3:4])([CH3:3])[CH3:2])[CH:6]=1. The yield is 0.370.